Dataset: Forward reaction prediction with 1.9M reactions from USPTO patents (1976-2016). Task: Predict the product of the given reaction. (1) Given the reactants [N:1]12[CH2:8][CH2:7]N([CH2:5][CH2:6]1)CC2.[C:9]([O:13][CH2:14][C:15]1[CH:20]=[CH:19][CH:18]=[C:17](NC2C=C(C)C(C)=CC=2I)[CH:16]=1)(=[O:12])C=C, predict the reaction product. The product is: [CH3:14][C:15]1[CH:16]=[C:17]2[C:6](=[CH:5][C:20]=1[CH3:19])[NH:1][CH:8]=[C:7]2[C:9]([O:13][CH2:14][C:15]1[CH:20]=[CH:19][CH:18]=[CH:17][CH:16]=1)=[O:12]. (2) Given the reactants [N:1]1[CH:6]=[CH:5][N:4]=[CH:3][C:2]=1[C@@H:7]([NH:9][C:10]([C:12]1[CH:13]=[C:14]([C:19]2[CH:24]=[CH:23][C:22]([CH3:25])=[CH:21][CH:20]=2)[CH:15]=[C:16](I)[CH:17]=1)=[O:11])[CH3:8].[NH:26]1[C:30]2[CH:31]=[CH:32][CH:33]=[CH:34][C:29]=2[NH:28][C:27]1=[O:35].[O-]P([O-])([O-])=O.[K+].[K+].[K+].CNC1CCCCC1NC, predict the reaction product. The product is: [N:1]1[CH:6]=[CH:5][N:4]=[CH:3][C:2]=1[C@@H:7]([NH:9][C:10]([C:12]1[CH:13]=[C:14]([C:19]2[CH:24]=[CH:23][C:22]([CH3:25])=[CH:21][CH:20]=2)[CH:15]=[C:16]([N:26]2[C:30]3[CH:31]=[CH:32][CH:33]=[CH:34][C:29]=3[NH:28][C:27]2=[O:35])[CH:17]=1)=[O:11])[CH3:8]. (3) Given the reactants [CH2:1]([O:8][C:9]1[CH:10]=[CH:11][C:12]([C@@H:20]([O:23][Si:24]([C:27]([CH3:30])([CH3:29])[CH3:28])([CH3:26])[CH3:25])[CH2:21]Br)=[C:13]2[C:18]=1[NH:17][C:16](=[O:19])[CH:15]=[CH:14]2)[C:2]1[CH:7]=[CH:6][CH:5]=[CH:4][CH:3]=1.Cl.Cl.[NH2:33][CH2:34][CH2:35][C:36]1[CH:69]=[CH:68][C:39]([O:40][CH2:41][CH2:42][CH2:43][CH2:44][C:45]2[CH:50]=[CH:49][C:48]([OH:51])=[C:47]([C@@H:52]([C:62]3[CH:67]=[CH:66][CH:65]=[CH:64][CH:63]=3)[CH2:53][CH2:54][N:55]([CH:59]([CH3:61])[CH3:60])[CH:56]([CH3:58])[CH3:57])[CH:46]=2)=[CH:38][CH:37]=1.C(=O)([O-])O.[Na+].[I-].[K+].C(#N)CC, predict the reaction product. The product is: [NH3:17].[CH2:1]([O:8][C:9]1[CH:10]=[CH:11][C:12]([C@@H:20]([O:23][Si:24]([C:27]([CH3:30])([CH3:29])[CH3:28])([CH3:26])[CH3:25])[CH2:21][NH:33][CH2:34][CH2:35][C:36]2[CH:37]=[CH:38][C:39]([O:40][CH2:41][CH2:42][CH2:43][CH2:44][C:45]3[CH:50]=[CH:49][C:48]([OH:51])=[C:47]([C@@H:52]([C:62]4[CH:63]=[CH:64][CH:65]=[CH:66][CH:67]=4)[CH2:53][CH2:54][N:55]([CH:56]([CH3:58])[CH3:57])[CH:59]([CH3:60])[CH3:61])[CH:46]=3)=[CH:68][CH:69]=2)=[C:13]2[C:18]=1[NH:17][C:16](=[O:19])[CH:15]=[CH:14]2)[C:2]1[CH:7]=[CH:6][CH:5]=[CH:4][CH:3]=1. (4) The product is: [F:15][C:12]([F:14])([F:13])[C:11]1[N:6]2[N:5]=[CH:4][C:3]([C:1]#[C:2][C:30]3[CH:31]=[CH:32][C:27]([NH2:26])=[N:28][CH:29]=3)=[C:7]2[N:8]=[C:9]([C:16]2[CH:21]=[CH:20][C:19]([C:22]([F:25])([F:24])[F:23])=[CH:18][CH:17]=2)[CH:10]=1. Given the reactants [C:1]([C:3]1[CH:4]=[N:5][N:6]2[C:11]([C:12]([F:15])([F:14])[F:13])=[CH:10][C:9]([C:16]3[CH:21]=[CH:20][C:19]([C:22]([F:25])([F:24])[F:23])=[CH:18][CH:17]=3)=[N:8][C:7]=12)#[CH:2].[NH2:26][C:27]1[CH:32]=[CH:31][C:30](Br)=[CH:29][N:28]=1, predict the reaction product. (5) Given the reactants [NH:1]1[CH2:6][CH2:5][CH:4]([N:7]2[C:16]3[C:11](=[CH:12][N:13]=[C:14]4[N:19]([CH2:20][O:21][CH2:22][CH2:23][Si:24]([CH3:27])([CH3:26])[CH3:25])[CH:18]=[CH:17][C:15]4=3)[C:10](=[O:28])[CH:9]=[CH:8]2)[CH2:3][CH2:2]1.[Cl:29][C:30]1[S:34][C:33]([CH:35]=O)=[CH:32][CH:31]=1.B.N1C=CC=CC=1C.C(O)(=O)C, predict the reaction product. The product is: [Cl:29][C:30]1[S:34][C:33]([CH2:35][N:1]2[CH2:6][CH2:5][CH:4]([N:7]3[C:16]4[C:11](=[CH:12][N:13]=[C:14]5[N:19]([CH2:20][O:21][CH2:22][CH2:23][Si:24]([CH3:25])([CH3:27])[CH3:26])[CH:18]=[CH:17][C:15]5=4)[C:10](=[O:28])[CH:9]=[CH:8]3)[CH2:3][CH2:2]2)=[CH:32][CH:31]=1. (6) Given the reactants Br[C:2]1[CH:7]=[CH:6][CH:5]=[CH:4][C:3]=1[CH:8]([OH:18])[CH2:9][CH2:10][CH2:11][C:12]1[CH:17]=[CH:16][CH:15]=[CH:14][CH:13]=1.[CH2:19]([O:21][C:22]([C:24]1([C:27]2[CH:32]=[CH:31][C:30]([C:33]3[CH:38]=[CH:37][C:36](B4OC(C)(C)C(C)(C)O4)=[CH:35][CH:34]=3)=[CH:29][CH:28]=2)[CH2:26][CH2:25]1)=[O:23])[CH3:20], predict the reaction product. The product is: [CH2:19]([O:21][C:22]([C:24]1([C:27]2[CH:28]=[CH:29][C:30]([C:33]3[CH:34]=[CH:35][C:36]([C:2]4[CH:7]=[CH:6][CH:5]=[CH:4][C:3]=4[CH:8]([OH:18])[CH2:9][CH2:10][CH2:11][C:12]4[CH:17]=[CH:16][CH:15]=[CH:14][CH:13]=4)=[CH:37][CH:38]=3)=[CH:31][CH:32]=2)[CH2:26][CH2:25]1)=[O:23])[CH3:20].